Dataset: Catalyst prediction with 721,799 reactions and 888 catalyst types from USPTO. Task: Predict which catalyst facilitates the given reaction. (1) Reactant: [Si]([O:18][C:19]1[CH:64]=[CH:63][C:22]([O:23][CH2:24][C@@H:25]([OH:62])[CH2:26][NH:27][CH2:28][CH2:29][C:30]2[CH:61]=[CH:60][C:33]([NH:34][CH:35]3[CH2:40][CH2:39][N:38]([C:41]([CH:43]4[CH2:48][CH2:47][N:46]([C:49]([NH:51][CH2:52][CH2:53][CH2:54][CH2:55][CH2:56][CH2:57][CH2:58][CH3:59])=[O:50])[CH2:45][CH2:44]4)=[O:42])[CH2:37][CH2:36]3)=[CH:32][CH:31]=2)=[CH:21][CH:20]=1)(C(C)(C)C)(C1C=CC=CC=1)C1C=CC=CC=1. Product: [CH2:52]([NH:51][C:49]([N:46]1[CH2:47][CH2:48][CH:43]([C:41]([N:38]2[CH2:37][CH2:36][CH:35]([NH:34][C:33]3[CH:32]=[CH:31][C:30]([CH2:29][CH2:28][NH:27][CH2:26][C@H:25]([OH:62])[CH2:24][O:23][C:22]4[CH:21]=[CH:20][C:19]([OH:18])=[CH:64][CH:63]=4)=[CH:61][CH:60]=3)[CH2:40][CH2:39]2)=[O:42])[CH2:44][CH2:45]1)=[O:50])[CH2:53][CH2:54][CH2:55][CH2:56][CH2:57][CH2:58][CH3:59]. The catalyst class is: 147. (2) Reactant: [NH2:1][C:2]1[N:7]([CH3:8])[C:6](=[O:9])[NH:5][C:4](=[O:10])[C:3]=1[N:11]([CH2:26][C:27]1[CH:32]=[CH:31][C:30]([Cl:33])=[CH:29][CH:28]=1)[C:12](=O)[C:13]1[CH:18]=[C:17]([CH3:19])[CH:16]=[CH:15][C:14]=1[O:20][CH2:21][CH2:22][CH:23]=[CH2:24].[OH-].[Na+]. Product: [CH2:21]([O:20][C:14]1[CH:15]=[CH:16][C:17]([CH3:19])=[CH:18][C:13]=1[C:12]1[N:11]([CH2:26][C:27]2[CH:32]=[CH:31][C:30]([Cl:33])=[CH:29][CH:28]=2)[C:3]2[C:4](=[O:10])[NH:5][C:6](=[O:9])[N:7]([CH3:8])[C:2]=2[N:1]=1)[CH2:22][CH:23]=[CH2:24]. The catalyst class is: 8.